This data is from Full USPTO retrosynthesis dataset with 1.9M reactions from patents (1976-2016). The task is: Predict the reactants needed to synthesize the given product. (1) Given the product [C:15]([O:19][C:20]([N:22]1[CH2:27][CH2:26][N:25]([C:28]2[CH:33]=[CH:32][C:31]([NH:34][C:5]3[N:4]=[C:3]([NH:9][CH:10]4[CH2:14][CH2:13][CH2:12][CH2:11]4)[C:2]([Br:1])=[CH:7][N:6]=3)=[CH:30][N:29]=2)[CH2:24][CH2:23]1)=[O:21])([CH3:18])([CH3:16])[CH3:17], predict the reactants needed to synthesize it. The reactants are: [Br:1][C:2]1[C:3]([NH:9][CH:10]2[CH2:14][CH2:13][CH2:12][CH2:11]2)=[N:4][C:5](Cl)=[N:6][CH:7]=1.[C:15]([O:19][C:20]([N:22]1[CH2:27][CH2:26][N:25]([C:28]2[CH:33]=[CH:32][C:31]([NH2:34])=[CH:30][N:29]=2)[CH2:24][CH2:23]1)=[O:21])([CH3:18])([CH3:17])[CH3:16]. (2) Given the product [NH2:9][C:10]1[C:11]([C:17]([NH:8][C:3]2[C:2]([CH3:1])=[CH:7][CH:6]=[CH:5][N:4]=2)=[O:18])=[N:12][C:13]([Cl:16])=[CH:14][N:15]=1, predict the reactants needed to synthesize it. The reactants are: [CH3:1][C:2]1[C:3]([NH2:8])=[N:4][CH:5]=[CH:6][CH:7]=1.[NH2:9][C:10]1[C:11]([C:17](O)=[O:18])=[N:12][C:13]([Cl:16])=[CH:14][N:15]=1. (3) Given the product [C:1]([NH:5][C:6]([NH:13][CH:8]1[CH2:12][CH2:11][CH2:10][CH2:9]1)=[S:7])([CH3:4])([CH3:3])[CH3:2], predict the reactants needed to synthesize it. The reactants are: [C:1]([N:5]=[C:6]=[S:7])([CH3:4])([CH3:3])[CH3:2].[CH:8]1([NH2:13])[CH2:12][CH2:11][CH2:10][CH2:9]1.CCN(C(C)C)C(C)C. (4) Given the product [CH3:1][C:2]1[N:6]=[C:5]([C:7]2[S:11][C:10]([NH:12][C:26](=[O:27])[CH2:25][C:19]3[CH:24]=[CH:23][CH:22]=[CH:21][CH:20]=3)=[N:9][C:8]=2[C:13]2[CH:14]=[CH:15][CH:16]=[CH:17][CH:18]=2)[O:4][N:3]=1, predict the reactants needed to synthesize it. The reactants are: [CH3:1][C:2]1[N:6]=[C:5]([C:7]2[S:11][C:10]([NH2:12])=[N:9][C:8]=2[C:13]2[CH:18]=[CH:17][CH:16]=[CH:15][CH:14]=2)[O:4][N:3]=1.[C:19]1([CH2:25][C:26](Cl)=[O:27])[CH:24]=[CH:23][CH:22]=[CH:21][CH:20]=1. (5) Given the product [CH3:39][O:38][C:36](=[O:37])[C:35]1[CH:40]=[CH:41][C:32]([O:30][C:27]2[CH:26]=[CH:25][C:24]([C:21]3[CH:22]=[CH:23][C:18](/[CH:17]=[CH:16]/[C:11]4[N:12]([CH2:14][CH3:15])[CH:13]=[C:9]([C:3]5[CH:4]=[CH:5][C:6]([Cl:8])=[CH:7][C:2]=5[Cl:1])[N:10]=4)=[CH:19][CH:20]=3)=[CH:29][CH:28]=2)=[CH:33][CH:34]=1, predict the reactants needed to synthesize it. The reactants are: [Cl:1][C:2]1[CH:7]=[C:6]([Cl:8])[CH:5]=[CH:4][C:3]=1[C:9]1[N:10]=[C:11](/[CH:16]=[CH:17]/[C:18]2[CH:23]=[CH:22][C:21]([C:24]3[CH:29]=[CH:28][C:27]([OH:30])=[CH:26][CH:25]=3)=[CH:20][CH:19]=2)[N:12]([CH2:14][CH3:15])[CH:13]=1.I[C:32]1[CH:41]=[CH:40][C:35]([C:36]([O:38][CH3:39])=[O:37])=[CH:34][CH:33]=1. (6) Given the product [Cl:41][CH2:42][C:43]([NH:1][C:2]1[CH:7]=[CH:6][CH:5]=[C:4]([CH:8]([C:20]2[C:29]([OH:30])=[C:28]3[C:23]([CH:24]=[CH:25][CH:26]=[N:27]3)=[C:22]([Cl:31])[CH:21]=2)[NH:9][C:10](=[O:19])[CH2:11][O:12][C:13]2[CH:14]=[CH:15][CH:16]=[CH:17][CH:18]=2)[CH:3]=1)=[O:44], predict the reactants needed to synthesize it. The reactants are: [NH2:1][C:2]1[CH:3]=[C:4]([CH:8]([C:20]2[C:29]([OH:30])=[C:28]3[C:23]([CH:24]=[CH:25][CH:26]=[N:27]3)=[C:22]([Cl:31])[CH:21]=2)[NH:9][C:10](=[O:19])[CH2:11][O:12][C:13]2[CH:18]=[CH:17][CH:16]=[CH:15][CH:14]=2)[CH:5]=[CH:6][CH:7]=1.CCN(C(C)C)C(C)C.[Cl:41][CH2:42][C:43](Cl)=[O:44]. (7) Given the product [CH:14]([C@@H:13]1[NH:12][C:11](=[O:22])[C@H:10]([NH:23][C:24](=[O:33])[O:25][CH2:26][C:27]2[CH:28]=[CH:29][CH:30]=[CH:31][CH:32]=2)[CH2:9][C:7]2=[CH:8][N:4]([CH:5]=[N:6]2)[CH2:1][CH:21]=[CH:20][CH2:19][O:18][CH2:17]1)([CH3:15])[CH3:16], predict the reactants needed to synthesize it. The reactants are: [CH2:1]([N:4]1[CH:8]=[C:7]([CH2:9][C@@H:10]([NH:23][C:24](=[O:33])[O:25][CH2:26][C:27]2[CH:32]=[CH:31][CH:30]=[CH:29][CH:28]=2)[C:11](=[O:22])[NH:12][C@H:13]([CH2:17][O:18][CH2:19][CH:20]=[CH2:21])[CH:14]([CH3:16])[CH3:15])[N:6]=[CH:5]1)C=C.